From a dataset of Peptide-MHC class II binding affinity with 134,281 pairs from IEDB. Regression. Given a peptide amino acid sequence and an MHC pseudo amino acid sequence, predict their binding affinity value. This is MHC class II binding data. (1) The peptide sequence is EKKYFAATQFEPLTA. The binding affinity (normalized) is 0.209. The MHC is HLA-DQA10501-DQB10301 with pseudo-sequence HLA-DQA10501-DQB10301. (2) The peptide sequence is GNIVAVDIKPKDSDE. The MHC is DRB1_1302 with pseudo-sequence DRB1_1302. The binding affinity (normalized) is 0.418. (3) The binding affinity (normalized) is 0.377. The MHC is DRB1_1101 with pseudo-sequence DRB1_1101. The peptide sequence is GELQIVDKIDVAFKI. (4) The peptide sequence is AGELQIIDKIDAAFK. The MHC is HLA-DPA10201-DPB11401 with pseudo-sequence HLA-DPA10201-DPB11401. The binding affinity (normalized) is 0.198. (5) The peptide sequence is ADAGYAPATPAAAGA. The MHC is HLA-DQA10102-DQB10502 with pseudo-sequence HLA-DQA10102-DQB10502. The binding affinity (normalized) is 0. (6) The peptide sequence is GELQIFDKIDAAFKI. The MHC is DRB1_0701 with pseudo-sequence DRB1_0701. The binding affinity (normalized) is 0.994.